Dataset: Forward reaction prediction with 1.9M reactions from USPTO patents (1976-2016). Task: Predict the product of the given reaction. (1) Given the reactants N1C2C(=CC=CC=2)C=NC=1.[Br:11][C:12]1[CH:13]=[C:14]([NH:18][C:19]2[C:28]3[C:23](=[CH:24][CH:25]=[C:26]([O:29]C)[CH:27]=3)[N:22]=[CH:21][N:20]=2)[CH:15]=[CH:16][CH:17]=1.C([S-])C.[Na+], predict the reaction product. The product is: [Br:11][C:12]1[CH:13]=[C:14]([NH:18][C:19]2[C:28]3[C:23](=[CH:24][CH:25]=[C:26]([OH:29])[CH:27]=3)[N:22]=[CH:21][N:20]=2)[CH:15]=[CH:16][CH:17]=1. (2) Given the reactants C[O:2][C:3]([C:5]1[CH:9]=[C:8]([C:10]2[CH:15]=[CH:14][C:13]([NH:16][C:17]([C:19]3[CH:20]=[N:21][CH:22]=[C:23]([C:25]4[CH:30]=[CH:29][C:28]([O:31]C)=[CH:27][C:26]=4[O:33]C)[CH:24]=3)=[O:18])=[CH:12][CH:11]=2)[O:7][C:6]=1[CH3:35])=[O:4].B(Br)(Br)Br, predict the reaction product. The product is: [OH:33][C:26]1[CH:27]=[C:28]([OH:31])[CH:29]=[CH:30][C:25]=1[C:23]1[CH:24]=[C:19]([C:17]([NH:16][C:13]2[CH:12]=[CH:11][C:10]([C:8]3[O:7][C:6]([CH3:35])=[C:5]([C:3]([OH:4])=[O:2])[CH:9]=3)=[CH:15][CH:14]=2)=[O:18])[CH:20]=[N:21][CH:22]=1. (3) The product is: [Cl:24][C:11]1[N:10]2[C:6](=[N:7][C:8]3[CH:16]=[CH:15][CH:14]=[CH:13][C:9]=32)[C:5]([C:17]([O:19][CH2:20][CH3:21])=[O:18])=[CH:4][C:3]=1[CH2:1][CH3:2]. Given the reactants [CH2:1]([C:3]1[C:11](=O)[N:10]2[C:6]([NH:7][C:8]3[CH:16]=[CH:15][CH:14]=[CH:13][C:9]=32)=[C:5]([C:17]([O:19][CH2:20][CH3:21])=[O:18])[CH:4]=1)[CH3:2].P(Cl)(Cl)([Cl:24])=O, predict the reaction product. (4) Given the reactants [CH2:1]=[CH:2][CH:3]=[CH:4][CH3:5].[C:6]1(=[CH:9][C:10](=[O:12])[CH3:11])[CH2:8][CH2:7]1.[OH-].[Na+], predict the reaction product. The product is: [CH3:5][C@@H:4]1[CH:3]=[CH:2][CH2:1][C:6]2([CH2:8][CH2:7]2)[C@@H:9]1[C:10](=[O:12])[CH3:11]. (5) Given the reactants FC(F)(F)C(O)=O.[F:8][C:9]1[CH:27]=[C:26]([S:28]([CH3:31])(=[O:30])=[O:29])[CH:25]=[CH:24][C:10]=1[CH2:11][N:12]1[CH2:16][CH2:15][N:14]([CH:17]2[CH2:22][CH2:21][NH:20][CH2:19][CH2:18]2)[C:13]1=[O:23].C(N(C(C)C)C(C)C)C.Cl[C:42]1[S:46][N:45]=[C:44]([CH:47]([CH3:49])[CH3:48])[N:43]=1, predict the reaction product. The product is: [F:8][C:9]1[CH:27]=[C:26]([S:28]([CH3:31])(=[O:30])=[O:29])[CH:25]=[CH:24][C:10]=1[CH2:11][N:12]1[CH2:16][CH2:15][N:14]([CH:17]2[CH2:22][CH2:21][N:20]([C:42]3[S:46][N:45]=[C:44]([CH:47]([CH3:49])[CH3:48])[N:43]=3)[CH2:19][CH2:18]2)[C:13]1=[O:23]. (6) Given the reactants CC1C=CC(S([O:11][CH2:12][CH:13]2[CH2:18][CH2:17][N:16]([C:19]([O:21][C:22]([CH3:25])([CH3:24])[CH3:23])=[O:20])[CH2:15][CH2:14]2)(=O)=O)=CC=1.O[C:27]1[CH:36]=[CH:35][C:30]([C:31]([O:33][CH3:34])=[O:32])=[CH:29][CH:28]=1.C(=O)([O-])[O-].[K+].[K+].CN(C)C=O, predict the reaction product. The product is: [CH3:34][O:33][C:31]([C:30]1[CH:35]=[CH:36][C:27]([O:11][CH2:12][CH:13]2[CH2:14][CH2:15][N:16]([C:19]([O:21][C:22]([CH3:23])([CH3:24])[CH3:25])=[O:20])[CH2:17][CH2:18]2)=[CH:28][CH:29]=1)=[O:32].